From a dataset of Reaction yield outcomes from USPTO patents with 853,638 reactions. Predict the reaction yield, written as a fraction of the theoretical maximum amount of product (1.0 means a 100% yield; for example, 0.34 means a 34% yield). (1) The reactants are [H-].[Na+].[C:3]([O:7][C:8]([NH:10][C:11]1[CH:16]=[CH:15][CH:14]=[C:13]([CH3:17])[N:12]=1)=[O:9])([CH3:6])([CH3:5])[CH3:4].I[CH3:19]. The yield is 0.570. The catalyst is CN(C)C=O. The product is [C:3]([O:7][C:8]([N:10]([CH3:19])[C:11]1[CH:16]=[CH:15][CH:14]=[C:13]([CH3:17])[N:12]=1)=[O:9])([CH3:6])([CH3:5])[CH3:4]. (2) The reactants are [Cl:1][C:2]1[N:7]=[N:6][C:5]([N:8]([C:10](=O)[C:11]2[CH:16]=[CH:15][CH:14]=[CH:13][C:12]=2[F:17])[NH2:9])=[CH:4][C:3]=1[Si:19]([CH3:22])([CH3:21])[CH3:20].BrC(Cl)(Cl)C(Cl)(Cl)Br.C1(P(C2C=CC=CC=2)C2C=CC=CC=2)C=CC=CC=1.C(N(CC)CC)C. The catalyst is C(#N)C.ClCCl. The product is [Cl:1][C:2]1[C:3]([Si:19]([CH3:20])([CH3:21])[CH3:22])=[CH:4][C:5]2[N:8]([C:10]([C:11]3[CH:16]=[CH:15][CH:14]=[CH:13][C:12]=3[F:17])=[N:7][N:6]=2)[N:9]=1. The yield is 0.790. (3) The catalyst is O1CCCC1.O. The yield is 0.936. The reactants are C([O:3][C:4](=[O:21])[CH:5]([C:12]1[CH:17]=[CH:16][C:15]([N+:18]([O-:20])=[O:19])=[CH:14][CH:13]=1)[CH2:6][CH:7]1[CH2:11][CH2:10][CH2:9][CH2:8]1)C.[OH-].[Li+]. The product is [CH:7]1([CH2:6][CH:5]([C:12]2[CH:17]=[CH:16][C:15]([N+:18]([O-:20])=[O:19])=[CH:14][CH:13]=2)[C:4]([OH:21])=[O:3])[CH2:11][CH2:10][CH2:9][CH2:8]1. (4) The product is [CH2:1]([O:8][N:9]1[C:15](=[O:16])[N:14]2[CH2:17][C@H:10]1[CH2:11][CH2:12][C@H:13]2[C:18]([NH:38][O:39][CH2:40][CH2:41][N:42]([CH3:44])[CH3:43])=[O:20])[C:2]1[CH:3]=[CH:4][CH:5]=[CH:6][CH:7]=1. The yield is 0.400. The catalyst is ClCCl. The reactants are [CH2:1]([O:8][N:9]1[C:15](=[O:16])[N:14]2[CH2:17][C@H:10]1[CH2:11][CH2:12][C@H:13]2[C:18]([OH:20])=O)[C:2]1[CH:7]=[CH:6][CH:5]=[CH:4][CH:3]=1.ClC(OCC(C)C)=O.C(N(CC)CC)C.Cl.Cl.[NH2:38][O:39][CH2:40][CH2:41][N:42]([CH3:44])[CH3:43]. (5) The reactants are [Br:1][C:2]1[CH:15]=[CH:14][C:13]2[N:12]([S:16]([C:19]3[CH:24]=[CH:23][C:22]([O:25]C)=[CH:21][CH:20]=3)(=[O:18])=[O:17])[CH:11]([C:27]3[CH:32]=[CH:31][CH:30]=[CH:29][CH:28]=3)[C:10]3[C:5](=[CH:6][CH:7]=[CH:8][CH:9]=3)[C:4]=2[CH:3]=1.C1CCCCC=1.B(Br)(Br)Br.ClCCl. No catalyst specified. The product is [Br:1][C:2]1[CH:15]=[CH:14][C:13]2[N:12]([S:16]([C:19]3[CH:24]=[CH:23][C:22]([OH:25])=[CH:21][CH:20]=3)(=[O:18])=[O:17])[CH:11]([C:27]3[CH:28]=[CH:29][CH:30]=[CH:31][CH:32]=3)[C:10]3[C:5](=[CH:6][CH:7]=[CH:8][CH:9]=3)[C:4]=2[CH:3]=1. The yield is 0.860. (6) The reactants are Cl[C:2]1[CH:9]=[CH:8][C:5]([CH:6]=[O:7])=[CH:4][CH:3]=1.[C:10]1(B(O)O)[CH:15]=[CH:14][CH:13]=[CH:12][CH:11]=1.[F-].[K+]. The catalyst is C1COCC1. The product is [CH:6]([C:5]1[CH:8]=[CH:9][C:2]([C:10]2[CH:15]=[CH:14][CH:13]=[CH:12][CH:11]=2)=[CH:3][CH:4]=1)=[O:7]. The yield is 0.960. (7) The reactants are C(O[C:4](=O)[CH2:5][C:6]([C@@H:8]1[CH2:12][CH2:11][CH2:10][N:9]1[C:13]([O:15]C(C)(C)C)=O)=O)C.C([C:23]1[S:27][CH:26]=[C:25]([C:28]([OH:30])=[O:29])[CH:24]=1)=O.N1CCCCC1.[NH2:37]/[C:38](/[CH2:45][CH2:46][C:47]1[CH:52]=[CH:51][C:50]([F:53])=[CH:49][CH:48]=1)=[CH:39]\[C:40]([O:42][CH2:43][CH3:44])=[O:41].C(O)(C(F)(F)F)=O. The catalyst is CCOCC.CC#N.O.CN(C=O)C. The product is [CH2:43]([O:42][C:40]([C:39]1[C:38]([CH2:45][CH2:46][C:47]2[CH:48]=[CH:49][C:50]([F:53])=[CH:51][CH:52]=2)=[N:37][C:6]2[C@H:8]3[N:9]([C:13](=[O:15])[C:5]=2[C:4]=1[C:23]1[S:27][CH:26]=[C:25]([C:28]([OH:30])=[O:29])[CH:24]=1)[CH2:10][CH2:11][CH2:12]3)=[O:41])[CH3:44]. The yield is 0.400.